From a dataset of Catalyst prediction with 721,799 reactions and 888 catalyst types from USPTO. Predict which catalyst facilitates the given reaction. (1) The catalyst class is: 7. Product: [C:18]1([C:17]2[C:8]([C:5]3[CH:6]=[CH:7][C:2]([B:29]([OH:32])[OH:30])=[CH:3][CH:4]=3)=[N:9][C:10]3[C:15]([N:16]=2)=[CH:14][CH:13]=[CH:12][CH:11]=3)[CH:23]=[CH:22][CH:21]=[CH:20][CH:19]=1. Reactant: Br[C:2]1[CH:7]=[CH:6][C:5]([C:8]2[C:17]([C:18]3[CH:23]=[CH:22][CH:21]=[CH:20][CH:19]=3)=[N:16][C:15]3[C:10](=[CH:11][CH:12]=[CH:13][CH:14]=3)[N:9]=2)=[CH:4][CH:3]=1.C([Li])CCC.[B:29](OC)([O:32]C)[O:30]C.Cl. (2) Reactant: [Cl:1][C:2]1[CH:7]=[CH:6][C:5]([N:8]2[C@@H:12]([C:13]3[CH:18]=[CH:17][CH:16]=[C:15]([OH:19])[CH:14]=3)[C@H:11]([CH2:20][N:21]3[N:25]=[N:24][C:23]([C:26]4[CH:27]=[N:28][CH:29]=[CH:30][CH:31]=4)=[N:22]3)[O:10][C:9]2=[O:32])=[CH:4][CH:3]=1.[C:33](=O)([O-])[O-].[K+].[K+].I[CH:40]([CH3:42])[CH3:41]. Product: [Cl:1][C:2]1[CH:7]=[CH:6][C:5]([N:8]2[C@@H:12]([C:13]3[CH:18]=[CH:17][CH:16]=[C:15]([O:19][CH:40]([CH3:42])[CH3:41])[CH:14]=3)[C@H:11]([CH2:20][N:21]3[N:25]=[N:24][C:23]([C:26]4[CH:27]=[N:28][C:29]([CH3:33])=[CH:30][CH:31]=4)=[N:22]3)[O:10][C:9]2=[O:32])=[CH:4][CH:3]=1. The catalyst class is: 3. (3) Reactant: C1(P(C2C=CC=CC=2)C2C=CC=CC=2)C=CC=CC=1.CC(OC(/N=N/C(OC(C)C)=O)=O)C.[C:34]([N:41]1[CH2:46][CH2:45][CH:44](O)[CH2:43][CH2:42]1)([O:36][C:37]([CH3:40])([CH3:39])[CH3:38])=[O:35].[Cl:48][C:49]1[N:54]=[CH:53][N:52]=[C:51]2[NH:55][N:56]=[CH:57][C:50]=12. Product: [C:37]([O:36][C:34]([N:41]1[CH2:46][CH2:45][CH:44]([N:55]2[C:51]3=[N:52][CH:53]=[N:54][C:49]([Cl:48])=[C:50]3[CH:57]=[N:56]2)[CH2:43][CH2:42]1)=[O:35])([CH3:40])([CH3:39])[CH3:38]. The catalyst class is: 207. (4) Reactant: [NH:1]1[CH2:5][CH2:4][CH2:3][C:2]1=[O:6].CC(C)([O-])C.[K+].[C:13]([O:17][C:18]([N:20]1[C:28]2[C:23](=[CH:24][C:25]([Br:31])=[C:26]([CH2:29]Br)[CH:27]=2)[C:22]([CH3:33])([CH3:32])[CH2:21]1)=[O:19])([CH3:16])([CH3:15])[CH3:14].[Cl-].[NH4+]. Product: [C:13]([O:17][C:18]([N:20]1[C:28]2[C:23](=[CH:24][C:25]([Br:31])=[C:26]([CH2:29][N:1]3[CH2:5][CH2:4][CH2:3][C:2]3=[O:6])[CH:27]=2)[C:22]([CH3:33])([CH3:32])[CH2:21]1)=[O:19])([CH3:16])([CH3:15])[CH3:14]. The catalyst class is: 1. (5) Reactant: [F:1][C:2]1[CH:8]=[CH:7][C:5]([NH2:6])=[CH:4][C:3]=1[O:9][CH3:10].Cl[C:12](Cl)([O:14]C(=O)OC(Cl)(Cl)Cl)Cl. Product: [F:1][C:2]1[CH:8]=[CH:7][C:5]([N:6]=[C:12]=[O:14])=[CH:4][C:3]=1[O:9][CH3:10]. The catalyst class is: 11. (6) Reactant: [CH2:1]([O:3][C:4](=[O:20])[N:5]([CH2:14][C:15]([O:17]CC)=[O:16])[CH2:6][CH2:7][C:8]1[S:9][C:10](Br)=[CH:11][CH:12]=1)[CH3:2].[OH-].[Na+]. Product: [CH2:1]([O:3][C:4]([N:5]([CH2:14][C:15]([OH:17])=[O:16])[CH2:6][CH2:7][C:8]1[S:9][CH:10]=[CH:11][CH:12]=1)=[O:20])[CH3:2]. The catalyst class is: 8. (7) Product: [CH:1]1([CH2:4][C:5]2[N:10]3[N:11]=[CH:12][C:13]([N:16]4[CH2:21][CH2:20][CH:19]([C:22]5[CH:27]=[CH:26][CH:25]=[CH:24][CH:23]=5)[CH2:18][CH2:17]4)=[C:14]([CH3:15])[C:9]3=[N:8][N:7]=2)[CH2:3][CH2:2]1. The catalyst class is: 168. Reactant: [CH:1]1([CH2:4][C:5]([NH:7][NH:8][C:9]2[N:10]=[N:11][CH:12]=[C:13]([N:16]3[CH2:21][CH2:20][CH:19]([C:22]4[CH:27]=[CH:26][CH:25]=[CH:24][CH:23]=4)[CH2:18][CH2:17]3)[C:14]=2[CH3:15])=O)[CH2:3][CH2:2]1.C1(P(C2C=CC=CC=2)C2C=CC=CC=2)C=CC=CC=1.N([Si](C)(C)C)=[N+]=[N-].CCOC(/N=N/C(OCC)=O)=O.C1(C)C=CC=CC=1. (8) Reactant: [Mg].IC.Br[C:5]1[CH:6]=[CH:7][C:8]2[S:12][C:11]([CH3:13])=[N:10][C:9]=2[CH:14]=1.II.IC.BrC1C=CC2SC(C)=NC=2C=1.[CH3:30][CH2:31][C:32](=[O:35])[CH2:33][CH3:34]. Product: [CH3:13][C:11]1[S:12][C:8]2[CH:7]=[CH:6][C:5]([C:32]([OH:35])([CH2:33][CH3:34])[CH2:31][CH3:30])=[CH:14][C:9]=2[N:10]=1. The catalyst class is: 28. (9) Reactant: [NH2:1][C:2]1[CH:10]=[CH:9][C:8]2[N:7]3[C:11](=[O:19])[O:12][C@@H:13]([CH2:14][NH:15][C:16](=[O:18])[CH3:17])[C@@H:6]3[CH2:5][C:4]=2[CH:3]=1.[N:20]1([CH2:29]O)[C:24]2[CH:25]=[CH:26][CH:27]=[CH:28][C:23]=2[N:22]=[N:21]1. Product: [N:20]1([CH2:29][NH:1][C:2]2[CH:10]=[CH:9][C:8]3[N:7]4[C:11](=[O:19])[O:12][C@@H:13]([CH2:14][NH:15][C:16](=[O:18])[CH3:17])[C@@H:6]4[CH2:5][C:4]=3[CH:3]=2)[C:24]2[CH:25]=[CH:26][CH:27]=[CH:28][C:23]=2[N:22]=[N:21]1. The catalyst class is: 14.